This data is from Forward reaction prediction with 1.9M reactions from USPTO patents (1976-2016). The task is: Predict the product of the given reaction. (1) The product is: [C:1]([C:3]1[C:4]([N:15]2[CH2:16][CH2:17][CH:18]([C:21](=[O:22])[NH:36][S:33]([CH2:32][C:26]3[CH:27]=[C:28]([CH3:31])[CH:29]=[CH:30][C:25]=3[F:24])(=[O:35])=[O:34])[CH2:19][CH2:20]2)=[N:5][C:6]([CH3:14])=[C:7]([CH:8]=1)[C:9]([O:11][CH2:12][CH3:13])=[O:10])#[N:2]. Given the reactants [C:1]([C:3]1[C:4]([N:15]2[CH2:20][CH2:19][CH:18]([C:21](O)=[O:22])[CH2:17][CH2:16]2)=[N:5][C:6]([CH3:14])=[C:7]([C:9]([O:11][CH2:12][CH3:13])=[O:10])[CH:8]=1)#[N:2].[F:24][C:25]1[CH:30]=[CH:29][C:28]([CH3:31])=[CH:27][C:26]=1[CH2:32][S:33]([NH2:36])(=[O:35])=[O:34], predict the reaction product. (2) The product is: [CH3:43][O:44][C:45](=[O:63])[C@@H:46]([NH:62][C:34]([C@@H:20]1[CH2:19][C:18]2[CH:17]=[C:16]3[O:37][CH2:38][C@H:13]([C:10]4[CH:9]=[CH:8][C:7]([O:6][CH2:5][C:4]5[CH:39]=[CH:40][C:41]([Cl:42])=[C:2]([Cl:1])[CH:3]=5)=[CH:12][CH:11]=4)[O:14][C:15]3=[CH:24][C:23]=2[CH2:22][N:21]1[C@@H:25]([C:28]1[CH:33]=[CH:32][CH:31]=[CH:30][CH:29]=1)[CH2:26][CH3:27])=[O:35])[CH2:47][C:48]1[CH:53]=[CH:52][C:51]([C:54]2[CH:59]=[CH:58][C:57]([C:60]#[N:61])=[CH:56][CH:55]=2)=[CH:50][CH:49]=1. Given the reactants [Cl:1][C:2]1[CH:3]=[C:4]([CH:39]=[CH:40][C:41]=1[Cl:42])[CH2:5][O:6][C:7]1[CH:12]=[CH:11][C:10]([C@H:13]2[CH2:38][O:37][C:16]3=[CH:17][C:18]4[CH2:19][C@@H:20]([C:34](O)=[O:35])[N:21]([C@@H:25]([C:28]5[CH:33]=[CH:32][CH:31]=[CH:30][CH:29]=5)[CH2:26][CH3:27])[CH2:22][C:23]=4[CH:24]=[C:15]3[O:14]2)=[CH:9][CH:8]=1.[CH3:43][O:44][C:45](=[O:63])[C@@H:46]([NH2:62])[CH2:47][C:48]1[CH:53]=[CH:52][C:51]([C:54]2[CH:59]=[CH:58][C:57]([C:60]#[N:61])=[CH:56][CH:55]=2)=[CH:50][CH:49]=1, predict the reaction product. (3) The product is: [CH3:45][O:44][CH:36]1[C@@H:37]2[O:38][C:39]([CH3:43])([CH3:42])[O:40][C@@H:41]2[C@@H:34]([CH2:33][N:12]2[C:7]3=[C:6]4[C:11](=[CH:10][CH:9]=[CH:8]3)[C:2]([CH3:15])([CH3:1])[CH2:3][CH2:4][N:5]4[C:13]2=[O:14])[O:35]1. Given the reactants [CH3:1][C:2]1([CH3:15])[C:11]2[C:6]3=[C:7]([NH:12][C:13](=[O:14])[N:5]3[CH2:4][CH2:3]1)[CH:8]=[CH:9][CH:10]=2.C(=O)([O-])[O-].[Cs+].[Cs+].CC1C=CC(S(O[CH2:33][C@@H:34]2[C@@H:41]3[C@@H:37]([O:38][C:39]([CH3:43])([CH3:42])[O:40]3)[CH:36]([O:44][CH3:45])[O:35]2)(=O)=O)=CC=1.O, predict the reaction product. (4) Given the reactants [CH3:1][C@@H:2]1[N:23]2[C:6]3[C:7]([C:19]([C:21]([C:24]([OH:26])=[O:25])=[CH:22]2)=[O:20])=[CH:8][C:9]([F:18])=[C:10]([N:11]2[CH2:16][CH2:15][N:14]([CH3:17])[CH2:13][CH2:12]2)[C:5]=3[O:4][CH2:3]1.[OH-:27].[Na+].[OH-].[K+], predict the reaction product. The product is: [CH3:1][C@@H:2]1[N:23]2[C:6]3[C:7]([C:19]([C:21]([C:24]([OH:26])=[O:25])=[CH:22]2)=[O:20])=[CH:8][C:9]([F:18])=[C:10]([N:11]2[CH2:12][CH2:13][N:14]([CH3:17])[CH2:15][CH2:16]2)[C:5]=3[O:4][CH2:3]1.[CH3:1][C@@H:2]1[N:23]2[CH:22]=[C:21]([C:24]([OH:26])=[O:25])[C:19]([C:7]3=[CH:8][C:9]([F:18])=[C:10]([N:11]4[CH2:16][CH2:15][N:14]([CH3:17])[CH2:13][CH2:12]4)[C:5](=[C:6]23)[O:4][CH2:3]1)=[O:20].[CH3:1][C@@H:2]1[N:23]2[CH:22]=[C:21]([C:24]([OH:26])=[O:25])[C:19]([C:7]3=[CH:8][C:9]([F:18])=[C:10]([N:11]4[CH2:16][CH2:15][N:14]([CH3:17])[CH2:13][CH2:12]4)[C:5](=[C:6]23)[O:4][CH2:3]1)=[O:20].[OH2:27]. (5) The product is: [C:8]1([C:7]2[O:6][CH:5]=[N:4][C:3]=2[CH2:2][C:14]#[N:15])[CH:13]=[CH:12][CH:11]=[CH:10][CH:9]=1. Given the reactants Br[CH2:2][C:3]1[N:4]=[CH:5][O:6][C:7]=1[C:8]1[CH:13]=[CH:12][CH:11]=[CH:10][CH:9]=1.[C-:14]#[N:15].[Na+], predict the reaction product. (6) Given the reactants [F:1][C:2]1[CH:7]=[CH:6][C:5]([C:8]2[N:13]=[C:12]([NH:14][C:15]3[CH:16]=[N:17][C:18]([O:21][CH3:22])=[CH:19][CH:20]=3)[C:11]([C:23]3[N:28]=[C:27]([CH3:29])[N:26]=[C:25](SC)[N:24]=3)=[CH:10][N:9]=2)=[CH:4][CH:3]=1.[NH3:32], predict the reaction product. The product is: [F:1][C:2]1[CH:7]=[CH:6][C:5]([C:8]2[N:13]=[C:12]([NH:14][C:15]3[CH:16]=[N:17][C:18]([O:21][CH3:22])=[CH:19][CH:20]=3)[C:11]([C:23]3[N:28]=[C:27]([CH3:29])[N:26]=[C:25]([NH2:32])[N:24]=3)=[CH:10][N:9]=2)=[CH:4][CH:3]=1.